This data is from Reaction yield outcomes from USPTO patents with 853,638 reactions. The task is: Predict the reaction yield, written as a fraction of the theoretical maximum amount of product (1.0 means a 100% yield; for example, 0.34 means a 34% yield). The reactants are C(N(C(C)C)CC)(C)C.Cl.[NH:11]1[CH2:15][CH2:14][CH2:13][C@H:12]1[C:16]1[NH:17][C:18]([C:21]2[CH:26]=[CH:25][C:24]([B:27]3[O:31][C:30]([CH3:33])([CH3:32])[C:29]([CH3:35])([CH3:34])[O:28]3)=[CH:23][CH:22]=2)=[CH:19][N:20]=1.F[P-](F)(F)(F)(F)F.N1(OC(N(C)C)=[N+](C)C)C2N=CC=CC=2N=N1.[CH3:60][O:61][C:62]([NH:64][C@@H:65]([CH:69]([CH3:71])[CH3:70])[C:66](O)=[O:67])=[O:63]. The catalyst is CN(C)C=O.C(OCC)(=O)C. The product is [CH3:60][O:61][C:62](=[O:63])[NH:64][C@H:65]([C:66]([N:11]1[CH2:15][CH2:14][CH2:13][C@H:12]1[C:16]1[NH:17][C:18]([C:21]2[CH:26]=[CH:25][C:24]([B:27]3[O:31][C:30]([CH3:33])([CH3:32])[C:29]([CH3:35])([CH3:34])[O:28]3)=[CH:23][CH:22]=2)=[CH:19][N:20]=1)=[O:67])[CH:69]([CH3:71])[CH3:70]. The yield is 0.680.